This data is from Reaction yield outcomes from USPTO patents with 853,638 reactions. The task is: Predict the reaction yield, written as a fraction of the theoretical maximum amount of product (1.0 means a 100% yield; for example, 0.34 means a 34% yield). (1) The reactants are [Cl:1][C:2]1[CH:3]=[C:4]([O:21][CH3:22])[C:5]2[NH:10][C:9](=O)[C@H:8]([CH2:12][C:13](OC(C)(C)C)=[O:14])[NH:7][C:6]=2[N:20]=1. The catalyst is C1COCC1. The product is [Cl:1][C:2]1[CH:3]=[C:4]([O:21][CH3:22])[C:5]2[NH:10][CH2:9][C@H:8]([CH2:12][CH2:13][OH:14])[NH:7][C:6]=2[N:20]=1. The yield is 0.790. (2) The reactants are C(OC(=O)[NH:10][C@H:11]([CH2:14][O:15][Si:16]([C:29]([CH3:32])([CH3:31])[CH3:30])([C:23]1[CH:28]=[CH:27][CH:26]=[CH:25][CH:24]=1)[C:17]1[CH:22]=[CH:21][CH:20]=[CH:19][CH:18]=1)[CH2:12][CH3:13])C1C=CC=CC=1. The catalyst is CO.[Pd]. The product is [Si:16]([O:15][CH2:14][C@@H:11]([NH2:10])[CH2:12][CH3:13])([C:29]([CH3:31])([CH3:32])[CH3:30])([C:23]1[CH:24]=[CH:25][CH:26]=[CH:27][CH:28]=1)[C:17]1[CH:18]=[CH:19][CH:20]=[CH:21][CH:22]=1. The yield is 0.880.